From a dataset of NCI-60 drug combinations with 297,098 pairs across 59 cell lines. Regression. Given two drug SMILES strings and cell line genomic features, predict the synergy score measuring deviation from expected non-interaction effect. (1) Drug 1: C1CC(C1)(C(=O)O)C(=O)O.[NH2-].[NH2-].[Pt+2]. Drug 2: CN1C2=C(C=C(C=C2)N(CCCl)CCCl)N=C1CCCC(=O)O.Cl. Cell line: NCI-H522. Synergy scores: CSS=5.62, Synergy_ZIP=-2.00, Synergy_Bliss=1.46, Synergy_Loewe=-0.732, Synergy_HSA=0.127. (2) Drug 1: CS(=O)(=O)C1=CC(=C(C=C1)C(=O)NC2=CC(=C(C=C2)Cl)C3=CC=CC=N3)Cl. Synergy scores: CSS=41.0, Synergy_ZIP=1.95, Synergy_Bliss=-4.51, Synergy_Loewe=13.5, Synergy_HSA=3.82. Drug 2: C1C(C(OC1N2C=C(C(=O)NC2=O)F)CO)O. Cell line: KM12. (3) Drug 1: C1CN(P(=O)(OC1)NCCCl)CCCl. Drug 2: CC1C(C(CC(O1)OC2CC(CC3=C2C(=C4C(=C3O)C(=O)C5=CC=CC=C5C4=O)O)(C(=O)C)O)N)O. Cell line: ACHN. Synergy scores: CSS=45.9, Synergy_ZIP=-2.23, Synergy_Bliss=-3.26, Synergy_Loewe=-48.1, Synergy_HSA=-2.81. (4) Drug 1: CC1=C(C(=CC=C1)Cl)NC(=O)C2=CN=C(S2)NC3=CC(=NC(=N3)C)N4CCN(CC4)CCO. Drug 2: C1=NC2=C(N1)C(=S)N=CN2. Cell line: K-562. Synergy scores: CSS=34.7, Synergy_ZIP=13.2, Synergy_Bliss=16.0, Synergy_Loewe=-3.42, Synergy_HSA=-0.144. (5) Drug 1: CC(CN1CC(=O)NC(=O)C1)N2CC(=O)NC(=O)C2. Drug 2: CC1C(C(=O)NC(C(=O)N2CCCC2C(=O)N(CC(=O)N(C(C(=O)O1)C(C)C)C)C)C(C)C)NC(=O)C3=C4C(=C(C=C3)C)OC5=C(C(=O)C(=C(C5=N4)C(=O)NC6C(OC(=O)C(N(C(=O)CN(C(=O)C7CCCN7C(=O)C(NC6=O)C(C)C)C)C)C(C)C)C)N)C. Cell line: A549. Synergy scores: CSS=30.8, Synergy_ZIP=0.175, Synergy_Bliss=-0.659, Synergy_Loewe=-0.916, Synergy_HSA=-0.905. (6) Drug 1: CC1C(C(=O)NC(C(=O)N2CCCC2C(=O)N(CC(=O)N(C(C(=O)O1)C(C)C)C)C)C(C)C)NC(=O)C3=C4C(=C(C=C3)C)OC5=C(C(=O)C(=C(C5=N4)C(=O)NC6C(OC(=O)C(N(C(=O)CN(C(=O)C7CCCN7C(=O)C(NC6=O)C(C)C)C)C)C(C)C)C)N)C. Drug 2: C#CCC(CC1=CN=C2C(=N1)C(=NC(=N2)N)N)C3=CC=C(C=C3)C(=O)NC(CCC(=O)O)C(=O)O. Cell line: KM12. Synergy scores: CSS=57.0, Synergy_ZIP=0.610, Synergy_Bliss=-1.45, Synergy_Loewe=-19.0, Synergy_HSA=-0.633. (7) Drug 2: CCC1=C2CN3C(=CC4=C(C3=O)COC(=O)C4(CC)O)C2=NC5=C1C=C(C=C5)O. Cell line: K-562. Drug 1: C1=CC(=CC=C1CCC2=CNC3=C2C(=O)NC(=N3)N)C(=O)NC(CCC(=O)O)C(=O)O. Synergy scores: CSS=49.1, Synergy_ZIP=-7.52, Synergy_Bliss=-10.4, Synergy_Loewe=-6.36, Synergy_HSA=-2.98. (8) Drug 1: CC1=C(C=C(C=C1)C(=O)NC2=CC(=CC(=C2)C(F)(F)F)N3C=C(N=C3)C)NC4=NC=CC(=N4)C5=CN=CC=C5. Drug 2: C1=NC(=NC(=O)N1C2C(C(C(O2)CO)O)O)N. Cell line: ACHN. Synergy scores: CSS=-5.30, Synergy_ZIP=-6.47, Synergy_Bliss=-13.3, Synergy_Loewe=-31.3, Synergy_HSA=-20.6.